From a dataset of Full USPTO retrosynthesis dataset with 1.9M reactions from patents (1976-2016). Predict the reactants needed to synthesize the given product. (1) Given the product [CH3:1][CH2:2][N:3]([C:6]1[CH:7]=[CH:8][C:9]2[C:24]([C:25]3[CH:26]=[CH:27][CH:28]=[CH:29][C:30]=3[C:31]([CH3:33])=[O:32])=[C:23]3[C:13](=[CH:14][C:15]([CH:21]=[CH:22]3)=[N+:16]([CH2:17][CH3:18])[CH2:19][CH3:20])[O:12][C:10]=2[CH:11]=1)[CH2:4][CH3:5].[OH2:12], predict the reactants needed to synthesize it. The reactants are: [CH3:1][CH2:2][N:3]([C:6]1[CH:7]=[CH:8][C:9]2[C:24]([C:25]3[CH:26]=[CH:27][CH:28]=[CH:29][C:30]=3[C:31]([CH3:33])=[O:32])=[C:23]3[C:13](=[CH:14][C:15]([CH:21]=[CH:22]3)=[N+:16]([CH2:19][CH3:20])[CH2:17][CH3:18])[O:12][C:10]=2[CH:11]=1)[CH2:4][CH3:5]. (2) Given the product [CH3:1][O:2][C:3](=[O:34])[C:4]1[CH:9]=[CH:8][CH:7]=[C:6]([CH2:10][N:11]2[C:19]3[C:14](=[CH:15][C:16]([F:20])=[CH:17][CH:18]=3)[C@:13]3([CH2:22][C@:21]3([C:26]3[CH:31]=[CH:30][C:29]([C:35]#[N:36])=[CH:28][CH:27]=3)[CH:23]([CH3:25])[CH3:24])[C:12]2=[O:33])[CH:5]=1, predict the reactants needed to synthesize it. The reactants are: [CH3:1][O:2][C:3](=[O:34])[C:4]1[CH:9]=[CH:8][CH:7]=[C:6]([CH2:10][N:11]2[C:19]3[C:14](=[CH:15][C:16]([F:20])=[CH:17][CH:18]=3)[C@:13]3([CH2:22][C@:21]3([C:26]3[CH:31]=[CH:30][C:29](I)=[CH:28][CH:27]=3)[CH:23]([CH3:25])[CH3:24])[C:12]2=[O:33])[CH:5]=1.[C-:35]#[N:36].[Na+].